Dataset: Forward reaction prediction with 1.9M reactions from USPTO patents (1976-2016). Task: Predict the product of the given reaction. (1) The product is: [CH2:24]([O:23][C:21](=[O:22])[C:20]([C:10]([C:3]1[C:2]([Cl:1])=[CH:7][C:6]([Cl:8])=[C:5]([Cl:9])[N:4]=1)=[O:12])=[CH:19][NH:34][C@H:35]([CH2:39][OH:40])[CH:36]([CH3:38])[CH3:37])[CH3:25]. Given the reactants [Cl:1][C:2]1[C:3]([C:10]([OH:12])=O)=[N:4][C:5]([Cl:9])=[C:6]([Cl:8])[CH:7]=1.S(Cl)(Cl)=O.CN(C)[CH:19]=[CH:20][C:21]([O:23][CH2:24][CH3:25])=[O:22].C(N(CC)CC)C.[NH2:34][C@H:35]([CH2:39][OH:40])[CH:36]([CH3:38])[CH3:37], predict the reaction product. (2) Given the reactants [Cl:1][C:2]1[CH:3]=[C:4]([C:10]2[C:11]([CH3:26])=[N:12][N:13]([CH2:16][C:17]3[CH:25]=[CH:24][C:20]([C:21]([OH:23])=O)=[CH:19][CH:18]=3)[C:14]=2[CH3:15])[CH:5]=[CH:6][C:7]=1[C:8]#[N:9].[NH2:27][CH2:28][C:29]1([OH:32])[CH2:31][CH2:30]1.CCN=C=NCCCN(C)C.C1C=CC2N(O)N=NC=2C=1.Cl, predict the reaction product. The product is: [Cl:1][C:2]1[CH:3]=[C:4]([C:10]2[C:11]([CH3:26])=[N:12][N:13]([CH2:16][C:17]3[CH:25]=[CH:24][C:20]([C:21]([NH:27][CH2:28][C:29]4([OH:32])[CH2:31][CH2:30]4)=[O:23])=[CH:19][CH:18]=3)[C:14]=2[CH3:15])[CH:5]=[CH:6][C:7]=1[C:8]#[N:9]. (3) Given the reactants [O:1]1[C:5]2[CH:6]=[CH:7][C:8]([C:10]3([C:13]([OH:15])=O)[CH2:12][CH2:11]3)=[CH:9][C:4]=2[O:3][CH2:2]1.[C:16]([C:20]1[NH:21][C:22]2[C:27]([CH:28]=1)=[CH:26][C:25]([N+:29]([O-])=O)=[C:24]([F:32])[CH:23]=2)([CH3:19])([CH3:18])[CH3:17], predict the reaction product. The product is: [O:1]1[C:5]2[CH:6]=[CH:7][C:8]([C:10]3([C:13]([NH:29][C:25]4[CH:26]=[C:27]5[C:22](=[CH:23][C:24]=4[F:32])[N:21]([CH2:6][C@@H:5]([OH:1])[CH2:4][OH:3])[C:20]([C:16]([CH3:19])([CH3:18])[CH3:17])=[CH:28]5)=[O:15])[CH2:11][CH2:12]3)=[CH:9][C:4]=2[O:3][CH2:2]1. (4) Given the reactants ClC1N=[CH:4][C:5]2[CH2:11][N:10]([C:12]([C:14]3[CH:15]=[N:16][CH:17]=[CH:18][CH:19]=3)=[O:13])[CH2:9][CH2:8][C:6]=2N=1.[F:20][C:21]1[CH:22]=[C:23]([CH:25]=[CH:26][CH:27]=1)[NH2:24].CCOC(C)=O.[CH:34](O)([CH3:36])[CH3:35], predict the reaction product. The product is: [F:20][C:21]1[CH:22]=[C:23]([NH:24][C:34]2[CH:35]=[C:6]3[C:5](=[CH:4][CH:36]=2)[CH2:11][N:10]([C:12]([C:14]2[CH:15]=[N:16][CH:17]=[CH:18][CH:19]=2)=[O:13])[CH2:9][CH2:8]3)[CH:25]=[CH:26][CH:27]=1. (5) Given the reactants [NH2:1][C:2]1[C:10]([Cl:11])=[CH:9][CH:8]=[CH:7][C:3]=1[C:4]([OH:6])=[O:5].Cl[C:13](Cl)([O:15]C(=O)OC(Cl)(Cl)Cl)Cl.N1C=CC=CC=1, predict the reaction product. The product is: [Cl:11][C:10]1[C:2]2[NH:1][C:13](=[O:15])[O:5][C:4](=[O:6])[C:3]=2[CH:7]=[CH:8][CH:9]=1.